This data is from Full USPTO retrosynthesis dataset with 1.9M reactions from patents (1976-2016). The task is: Predict the reactants needed to synthesize the given product. (1) Given the product [CH3:8][O:7][C:5](=[O:6])[C:4]1[CH:9]=[CH:10][CH:11]=[C:2]([O:1][S:21]([C:24]([F:27])([F:26])[F:25])(=[O:23])=[O:22])[CH:3]=1, predict the reactants needed to synthesize it. The reactants are: [OH:1][C:2]1[CH:3]=[C:4]([CH:9]=[CH:10][CH:11]=1)[C:5]([O:7][CH3:8])=[O:6].N1C(C)=CC(C)=CC=1C.[S:21](O[S:21]([C:24]([F:27])([F:26])[F:25])(=[O:23])=[O:22])([C:24]([F:27])([F:26])[F:25])(=[O:23])=[O:22]. (2) Given the product [F:1][C:2]1[CH:3]=[C:4]2[C:9](=[CH:10][CH:11]=1)[CH2:8][N:7]([CH2:12][CH2:13][CH2:14][NH:15][C:33]([NH:32][C:28]1[CH:29]=[CH:30][CH:31]=[C:26]([O:25][CH3:24])[CH:27]=1)=[O:34])[CH:6]([CH2:16][C:17]1[CH:18]=[CH:19][C:20]([F:23])=[CH:21][CH:22]=1)[CH2:5]2, predict the reactants needed to synthesize it. The reactants are: [F:1][C:2]1[CH:3]=[C:4]2[C:9](=[CH:10][CH:11]=1)[CH2:8][N:7]([CH2:12][CH2:13][CH2:14][NH2:15])[CH:6]([CH2:16][C:17]1[CH:22]=[CH:21][C:20]([F:23])=[CH:19][CH:18]=1)[CH2:5]2.[CH3:24][O:25][C:26]1[CH:27]=[C:28]([N:32]=[C:33]=[O:34])[CH:29]=[CH:30][CH:31]=1. (3) Given the product [C:7]([O:11][C:12](=[O:26])[NH:13][C@@H:14]1[C:20](=[O:21])[N:19]([CH3:1])[C:18]2[CH:22]=[CH:23][CH:24]=[CH:25][C:17]=2[CH2:16][CH2:15]1)([CH3:10])([CH3:8])[CH3:9], predict the reactants needed to synthesize it. The reactants are: [C:1](=O)([O-])[O-].[Cs+].[Cs+].[C:7]([O:11][C:12](=[O:26])[NH:13][C@@H:14]1[C:20](=[O:21])[NH:19][C:18]2[CH:22]=[CH:23][CH:24]=[CH:25][C:17]=2[CH2:16][CH2:15]1)([CH3:10])([CH3:9])[CH3:8].IC.O. (4) Given the product [Cl:19][C:16]1[CH:17]=[CH:18][C:10]2[NH:9][C:2](=[O:3])[O:13][C:12](=[O:14])[C:11]=2[CH:15]=1, predict the reactants needed to synthesize it. The reactants are: Cl[C:2](OC(Cl)(Cl)Cl)=[O:3].[NH2:9][C:10]1[CH:18]=[CH:17][C:16]([Cl:19])=[CH:15][C:11]=1[C:12]([OH:14])=[O:13]. (5) Given the product [OH:1][C:2]1[C:11]2[C:6](=[C:7]([O:12][CH3:13])[CH:8]=[CH:9][CH:10]=2)[N:5]([CH3:14])[C:4](=[O:15])[C:3]=1[C:16]([NH:25][C@@H:24]([CH3:26])[C:23]([O:22][CH3:21])=[O:27])=[O:18], predict the reactants needed to synthesize it. The reactants are: [OH:1][C:2]1[C:11]2[C:6](=[C:7]([O:12][CH3:13])[CH:8]=[CH:9][CH:10]=2)[N:5]([CH3:14])[C:4](=[O:15])[C:3]=1[C:16]([O:18]C)=O.Cl.[CH3:21][O:22][C:23](=[O:27])[C@H:24]([CH3:26])[NH2:25]. (6) Given the product [Br:27][C:17]1[C:18]2[C:19](=[O:25])[NH:20][CH2:21][CH2:22][C:23]=2[NH:24][C:16]=1[C:13]1[CH:12]=[CH:11][CH:10]=[C:9]2[C:14]=1[N:15]=[C:6]([NH:5][C:1]([CH3:4])([CH3:3])[CH3:2])[C:7]([CH3:26])=[N:8]2, predict the reactants needed to synthesize it. The reactants are: [C:1]([NH:5][C:6]1[C:7]([CH3:26])=[N:8][C:9]2[C:14]([N:15]=1)=[C:13]([C:16]1[NH:24][C:23]3[CH2:22][CH2:21][NH:20][C:19](=[O:25])[C:18]=3[CH:17]=1)[CH:12]=[CH:11][CH:10]=2)([CH3:4])([CH3:3])[CH3:2].[Br:27]N1C(=O)CCC1=O. (7) Given the product [CH3:28][O:30][C:5]1[N:10]=[N:9][C:8]([N:11]2[C:15]([C:16]3[CH:21]=[N:20][CH:19]=[CH:18][N:17]=3)=[CH:14][C:13]([C:22]([OH:24])=[O:23])=[N:12]2)=[CH:7][CH:6]=1, predict the reactants needed to synthesize it. The reactants are: C[O-].[Na+].Cl[C:5]1[N:10]=[N:9][C:8]([N:11]2[C:15]([C:16]3[CH:21]=[N:20][CH:19]=[CH:18][N:17]=3)=[CH:14][C:13]([C:22]([O:24]C)=[O:23])=[N:12]2)=[CH:7][CH:6]=1.[OH-].[Na+].[CH2:28]([O:30]CC)C.